Dataset: Forward reaction prediction with 1.9M reactions from USPTO patents (1976-2016). Task: Predict the product of the given reaction. (1) Given the reactants Cl[C:2]1[CH:11]=[C:10](B2OC(C)(C)C(C)(C)O2)[C:9]2[CH2:8][CH2:7][CH2:6][CH2:5][C:4]=2[N:3]=1.[F:21][C:22]1[C:27](I)=[CH:26][CH:25]=[CH:24][N:23]=1.[C:29](=[O:32])([O-])[O-].[K+].[K+], predict the reaction product. The product is: [F:21][C:22]1[C:27]([C:10]2[C:9]3[CH2:8][CH2:7][CH2:6][CH2:5][C:4]=3[N:3]=[C:2]([O:32][CH2:29][C:24]3[CH:25]=[CH:26][CH:27]=[C:22]([F:21])[N:23]=3)[CH:11]=2)=[CH:26][CH:25]=[CH:24][N:23]=1. (2) The product is: [NH2:25][C:26]1[C:27]([C:36]([NH:46][C@H:47]([C:54]([O:56][CH2:57][C:58]2[CH:59]=[CH:60][CH:61]=[CH:62][CH:63]=2)=[O:55])[CH2:48][C:49]([O:51][CH2:52][CH3:53])=[O:50])=[O:38])=[CH:28][C:29]2[C:34]([CH:35]=1)=[CH:33][CH:32]=[CH:31][CH:30]=2. Given the reactants CN(C(ON1N=NC2C=CC=NC1=2)=[N+](C)C)C.F[P-](F)(F)(F)(F)F.[NH2:25][C:26]1[C:27]([C:36]([OH:38])=O)=[CH:28][C:29]2[C:34]([CH:35]=1)=[CH:33][CH:32]=[CH:31][CH:30]=2.FC(F)(F)C(O)=O.[NH2:46][C@H:47]([C:54]([O:56][CH2:57][C:58]1[CH:63]=[CH:62][CH:61]=[CH:60][CH:59]=1)=[O:55])[CH2:48][C:49]([O:51][CH2:52][CH3:53])=[O:50].C(N(CC)C(C)C)(C)C.C([O-])(O)=O.[Na+], predict the reaction product. (3) Given the reactants [CH3:1][N:2]1[CH2:7][CH2:6][NH:5][CH2:4][CH2:3]1.[C:8]([C:11]1[CH:12]=[CH:13][C:14]([NH:31][CH2:32][CH3:33])=[C:15]([N:17]=[C:18]2[N:22]([CH2:23][C:24]3[CH:29]=[CH:28][CH:27]=[CH:26][CH:25]=3)[C:21](=[O:30])[CH2:20][S:19]2)[CH:16]=1)(=[O:10])[CH3:9].[CH3:34]OC(OC)N(C)C, predict the reaction product. The product is: [C:8]([C:11]1[CH:12]=[CH:13][C:14]([NH:31][CH2:32][CH3:33])=[C:15]([N:17]=[C:18]2[N:22]([CH2:23][C:24]3[CH:25]=[CH:26][CH:27]=[CH:28][CH:29]=3)[C:21](=[O:30])[C:20](=[CH:1][N:2]3[CH2:7][CH2:6][N:5]([CH3:34])[CH2:4][CH2:3]3)[S:19]2)[CH:16]=1)(=[O:10])[CH3:9]. (4) Given the reactants [Br:1][C:2]1[CH:3]=[C:4]([CH:9]=[C:10]([S:12]([CH3:15])(=[O:14])=[O:13])[CH:11]=1)[C:5]([O:7]C)=[O:6].[OH-].[Li+].O1CCCC1.Cl, predict the reaction product. The product is: [Br:1][C:2]1[CH:3]=[C:4]([CH:9]=[C:10]([S:12]([CH3:15])(=[O:14])=[O:13])[CH:11]=1)[C:5]([OH:7])=[O:6]. (5) The product is: [Cl:1][C:2]1[C:3]2[N:12]([C:13]3[C:14]([F:20])=[CH:15][CH:16]=[CH:17][C:18]=3[F:19])[N:11]=[C:10]([C:21]3[CH:22]=[CH:23][C:24]([C:25]([NH:30][CH2:31][CH2:32][OH:33])=[O:27])=[CH:28][CH:29]=3)[C:4]=2[C:5]([O:8][CH3:9])=[N:6][CH:7]=1. Given the reactants [Cl:1][C:2]1[C:3]2[N:12]([C:13]3[C:18]([F:19])=[CH:17][CH:16]=[CH:15][C:14]=3[F:20])[N:11]=[C:10]([C:21]3[CH:29]=[CH:28][C:24]([C:25]([OH:27])=O)=[CH:23][CH:22]=3)[C:4]=2[C:5]([O:8][CH3:9])=[N:6][CH:7]=1.[NH2:30][CH2:31][CH2:32][OH:33].C(N(CC)CC)C.O, predict the reaction product.